Task: Predict the reactants needed to synthesize the given product.. Dataset: Full USPTO retrosynthesis dataset with 1.9M reactions from patents (1976-2016) Given the product [CH2:62]([O:61][CH:57]([O:58][CH2:59][CH3:60])[C@@H:56]([N:55]([CH2:48][C:49]1[CH:54]=[CH:53][CH:52]=[CH:51][CH:50]=1)[C:20](=[O:21])[C@@H:19]([NH:18][C:16](=[O:17])[O:15][CH2:14][CH:12]1[C:11]2[CH:10]=[CH:9][CH:8]=[CH:7][C:6]=2[C:5]2[C:13]1=[CH:1][CH:2]=[CH:3][CH:4]=2)[CH3:23])[CH3:64])[CH3:63], predict the reactants needed to synthesize it. The reactants are: [CH:1]1[C:13]2[CH:12]([CH2:14][O:15][C:16]([NH:18][C@@H:19]([CH3:23])[C:20](O)=[O:21])=[O:17])[C:11]3[C:6](=[CH:7][CH:8]=[CH:9][CH:10]=3)[C:5]=2[CH:4]=[CH:3][CH:2]=1.F[P-](F)(F)(F)(F)F.N1(OC(N(C)C)=[N+](C)C)C2N=CC=CC=2N=N1.[CH2:48]([NH:55][C@@H:56]([CH3:64])[CH:57]([O:61][CH2:62][CH3:63])[O:58][CH2:59][CH3:60])[C:49]1[CH:54]=[CH:53][CH:52]=[CH:51][CH:50]=1.CCN(C(C)C)C(C)C.